This data is from Catalyst prediction with 721,799 reactions and 888 catalyst types from USPTO. The task is: Predict which catalyst facilitates the given reaction. (1) Reactant: [CH3:1][CH:2]([CH3:11])[C:3](=[O:10])[CH2:4][C:5]([O:7][CH2:8][CH3:9])=[O:6].[Br:12]Br. Product: [Br:12][CH:4]([C:3](=[O:10])[CH:2]([CH3:1])[CH3:11])[C:5]([O:7][CH2:8][CH3:9])=[O:6]. The catalyst class is: 6. (2) Reactant: [CH3:1][C:2]1[S:3][C:4]2[CH:10]=[CH:9][C:8]([O:11][CH2:12][CH:13]3[CH2:15][O:14]3)=[CH:7][C:5]=2[N:6]=1.[N:16]1([C:22]([O:24][C:25]([CH3:28])([CH3:27])[CH3:26])=[O:23])[CH2:21][CH2:20][NH:19][CH2:18][CH2:17]1.[Yb]. Product: [C:25]([O:24][C:22]([N:16]1[CH2:21][CH2:20][N:19]([CH2:15][CH:13]([OH:14])[CH2:12][O:11][C:8]2[CH:9]=[CH:10][C:4]3[S:3][C:2]([CH3:1])=[N:6][C:5]=3[CH:7]=2)[CH2:18][CH2:17]1)=[O:23])([CH3:28])([CH3:26])[CH3:27]. The catalyst class is: 2. (3) Reactant: [C:1]([C:5]1[CH:12]=[CH:11][C:8]([C:9]#[N:10])=[CH:7][CH:6]=1)([CH3:4])([CH3:3])[CH3:2].[NH2:13]O.[C:15](Cl)(=[O:17])[CH3:16]. Product: [C:1]([C:5]1[CH:6]=[CH:7][C:8]([C:9]2[N:13]=[C:15]([CH3:16])[O:17][N:10]=2)=[CH:11][CH:12]=1)([CH3:4])([CH3:2])[CH3:3]. The catalyst class is: 5. (4) Reactant: [Br:1][C:2]1[CH:3]=[C:4]([CH:9]=[C:10]([CH2:13][C:14]2[CH:19]=[CH:18][CH:17]=[C:16]([F:20])[CH:15]=2)[C:11]=1[CH3:12])[C:5](OC)=[O:6].CC(C[AlH]CC(C)C)C.CC(OI1(OC(C)=O)(OC(C)=O)OC(=O)C2C=CC=CC1=2)=O.C(=O)(O)[O-].[Na+]. Product: [Br:1][C:2]1[CH:3]=[C:4]([CH:9]=[C:10]([CH2:13][C:14]2[CH:19]=[CH:18][CH:17]=[C:16]([F:20])[CH:15]=2)[C:11]=1[CH3:12])[CH:5]=[O:6]. The catalyst class is: 363. (5) The catalyst class is: 4. Reactant: C(OC([N:8]1[CH2:13][CH2:12][CH:11]([CH2:14][C:15]2[CH:16]=[C:17]3[C:21](=[C:22]([Cl:24])[CH:23]=2)[C:20](=[O:25])[N:19]([CH2:26][C:27]2[CH:32]=[CH:31][C:30]([O:33][C:34]([F:37])([F:36])[F:35])=[CH:29][CH:28]=2)[CH2:18]3)[CH2:10][CH2:9]1)=O)(C)(C)C.FC(F)(F)C(O)=O. Product: [Cl:24][C:22]1[CH:23]=[C:15]([CH2:14][CH:11]2[CH2:12][CH2:13][NH:8][CH2:9][CH2:10]2)[CH:16]=[C:17]2[C:21]=1[C:20](=[O:25])[N:19]([CH2:26][C:27]1[CH:32]=[CH:31][C:30]([O:33][C:34]([F:36])([F:37])[F:35])=[CH:29][CH:28]=1)[CH2:18]2. (6) Reactant: [C:1]1([CH2:7][C:8]#[N:9])[CH:6]=[CH:5][CH:4]=[CH:3][CH:2]=1.[F:10][C:11]([F:18])([F:17])[C:12](OCC)=[O:13]. Product: [F:10][C:11]([F:18])([F:17])[C:12](=[O:13])[CH:7]([C:1]1[CH:6]=[CH:5][CH:4]=[CH:3][CH:2]=1)[C:8]#[N:9]. The catalyst class is: 8.